Dataset: Peptide-MHC class II binding affinity with 134,281 pairs from IEDB. Task: Regression. Given a peptide amino acid sequence and an MHC pseudo amino acid sequence, predict their binding affinity value. This is MHC class II binding data. (1) The peptide sequence is EEFVVEADLPGIK. The MHC is DRB1_0404 with pseudo-sequence DRB1_0404. The binding affinity (normalized) is 0.638. (2) The peptide sequence is FKVAATAAATAPADD. The MHC is HLA-DQA10401-DQB10402 with pseudo-sequence HLA-DQA10401-DQB10402. The binding affinity (normalized) is 0.485. (3) The peptide sequence is KRTYSDRGWGNGCGL. The MHC is DRB4_0101 with pseudo-sequence DRB4_0103. The binding affinity (normalized) is 0.0856. (4) The MHC is DRB1_1101 with pseudo-sequence DRB1_1101. The binding affinity (normalized) is 0.284. The peptide sequence is GKLYSILKIQSPLFT. (5) The peptide sequence is LLTSGMVIFFMSPKGK. The MHC is DRB4_0103 with pseudo-sequence DRB4_0103. The binding affinity (normalized) is 0.719. (6) The peptide sequence is AKGLNQEILELAQSET. The MHC is DRB1_1301 with pseudo-sequence DRB1_1301. The binding affinity (normalized) is 0. (7) The peptide sequence is SPEVIPMFSALSEGAT. The MHC is DRB1_0401 with pseudo-sequence DRB1_0401. The binding affinity (normalized) is 0.839. (8) The peptide sequence is CTNAKVTAKGVSEAN. The MHC is HLA-DQA10501-DQB10301 with pseudo-sequence HLA-DQA10501-DQB10301. The binding affinity (normalized) is 0.508. (9) The peptide sequence is VATLSEALRIIAGTLEVHAV. The MHC is HLA-DQA10102-DQB10602 with pseudo-sequence CNYHQGGGARVAHIMFFGLTYYDVGTETVHVAGI. The binding affinity (normalized) is 0.790.